Predict the reactants needed to synthesize the given product. From a dataset of Full USPTO retrosynthesis dataset with 1.9M reactions from patents (1976-2016). (1) Given the product [CH3:18][N:2]([CH3:1])[CH2:3][CH2:4][CH2:5][N:6]1[C:14]2[C:9](=[CH:10][CH:11]=[C:12]([NH2:15])[CH:13]=2)[CH:8]=[N:7]1, predict the reactants needed to synthesize it. The reactants are: [CH3:1][N:2]([CH3:18])[CH2:3][CH2:4][CH2:5][N:6]1[C:14]2[C:9](=[CH:10][CH:11]=[C:12]([N+:15]([O-])=O)[CH:13]=2)[CH:8]=[N:7]1.[Cl-].[NH4+]. (2) Given the product [Cl:40][C:34]1[C:33]([CH3:41])=[C:32]([NH:31][C@@H:10]([C:11]2[O:12][C:13]([C:16]3[CH:21]=[CH:20][C:19]([F:22])=[C:18]([OH:23])[CH:17]=3)=[N:14][N:15]=2)[C@@H:9]([OH:8])[CH3:42])[CH:39]=[CH:38][C:35]=1[C:36]#[N:37], predict the reactants needed to synthesize it. The reactants are: [Si]([O:8][C@@H:9]([CH3:42])[C@@H:10]([NH:31][C:32]1[CH:39]=[CH:38][C:35]([C:36]#[N:37])=[C:34]([Cl:40])[C:33]=1[CH3:41])[C:11]1[O:12][C:13]([C:16]2[CH:21]=[CH:20][C:19]([F:22])=[C:18]([O:23][Si](C(C)(C)C)(C)C)[CH:17]=2)=[N:14][N:15]=1)(C(C)(C)C)(C)C.CCCC[N+](CCCC)(CCCC)CCCC.[F-].[NH4+].[Cl-]. (3) Given the product [NH2:15][C:12]1[CH:11]=[CH:10][C:9]([NH:8][C:1](=[O:3])[C:28]2[CH:32]=[CH:33][C:25]([C:24]([F:35])([F:34])[F:23])=[CH:26][CH:27]=2)=[CH:14][CH:13]=1, predict the reactants needed to synthesize it. The reactants are: [C:1]([NH:8][C:9]1[CH:14]=[CH:13][C:12]([NH2:15])=[CH:11][CH:10]=1)([O:3]C(C)(C)C)=O.C(N(CC)CC)C.[F:23][C:24]([F:35])([F:34])[C:25]1[CH:33]=[CH:32][C:28](C(Cl)=O)=[CH:27][CH:26]=1. (4) Given the product [CH2:41]([C:43]1[CH:44]=[CH:45][C:46]([CH2:49][N:24]([CH2:23][C:20]2[CH:21]=[CH:22][C:17]([C:16]([NH:15][C:12]3[CH:11]=[CH:10][C:9]([CH2:8][N:4]([CH2:5][CH2:6][CH3:7])[CH2:1][CH2:2][CH3:3])=[CH:14][CH:13]=3)=[O:32])=[CH:18][CH:19]=2)[CH2:25][C:26]2[N:27]([CH3:31])[CH:28]=[CH:29][N:30]=2)=[N:47][CH:48]=1)[CH3:42], predict the reactants needed to synthesize it. The reactants are: [CH2:1]([N:4]([CH2:8][C:9]1[CH:14]=[CH:13][C:12]([NH:15][C:16](=[O:32])[C:17]2[CH:22]=[CH:21][C:20]([CH2:23][NH:24][CH2:25][C:26]3[N:27]([CH3:31])[CH:28]=[CH:29][N:30]=3)=[CH:19][CH:18]=2)=[CH:11][CH:10]=1)[CH2:5][CH2:6][CH3:7])[CH2:2][CH3:3].C([BH3-])#N.[Na+].C(O)(=O)C.[CH2:41]([C:43]1[CH:44]=[CH:45][C:46]([CH:49]=O)=[N:47][CH:48]=1)[CH3:42].